Dataset: Reaction yield outcomes from USPTO patents with 853,638 reactions. Task: Predict the reaction yield, written as a fraction of the theoretical maximum amount of product (1.0 means a 100% yield; for example, 0.34 means a 34% yield). The reactants are [Br:1][C:2]1[CH:3]=[C:4]([C:8]([C:11]2[CH:15]=[C:14]([CH2:16][OH:17])[S:13][CH:12]=2)([OH:10])[CH3:9])[CH:5]=[CH:6][CH:7]=1.C([O-])(O)=O.[Na+].CC(OI1(OC(C)=O)(OC(C)=O)OC(=O)C2C=CC=CC1=2)=O. The product is [Br:1][C:2]1[CH:3]=[C:4]([C:8]([C:11]2[CH:15]=[C:14]([CH:16]=[O:17])[S:13][CH:12]=2)([OH:10])[CH3:9])[CH:5]=[CH:6][CH:7]=1. The catalyst is C(Cl)Cl. The yield is 0.590.